From a dataset of Catalyst prediction with 721,799 reactions and 888 catalyst types from USPTO. Predict which catalyst facilitates the given reaction. (1) Reactant: Br[C:2]1[C:7]2[C:8](=[O:24])[N:9]3[CH2:16][CH2:15][N:14]([C:17]([O:19][C:20]([CH3:23])([CH3:22])[CH3:21])=[O:18])[CH2:13][CH:10]3[CH2:11][O:12][C:6]=2[CH:5]=[CH:4][CH:3]=1.[F:25][C:26]1[CH:31]=[CH:30][C:29](B(O)O)=[CH:28][CH:27]=1.C(=O)([O-])[O-].[K+].[K+].O. Product: [F:25][C:26]1[CH:31]=[CH:30][C:29]([C:2]2[C:7]3[C:8](=[O:24])[N:9]4[CH2:16][CH2:15][N:14]([C:17]([O:19][C:20]([CH3:23])([CH3:21])[CH3:22])=[O:18])[CH2:13][CH:10]4[CH2:11][O:12][C:6]=3[CH:5]=[CH:4][CH:3]=2)=[CH:28][CH:27]=1. The catalyst class is: 551. (2) Product: [O-:6][N+:17]1[C:18]2[CH:19]=[CH:20][CH:21]=[CH:22][C:23]=2[C:24]2[N:12]([CH2:25][CH2:26][CH2:27][NH:28][C:29](=[O:35])[O:30][C:31]([CH3:32])([CH3:34])[CH3:33])[CH:13]=[N:14][C:15]=2[CH:16]=1. The catalyst class is: 22. Reactant: ClC1C=C(C=CC=1)C(OO)=[O:6].[N:12]1([CH2:25][CH2:26][CH2:27][NH:28][C:29](=[O:35])[O:30][C:31]([CH3:34])([CH3:33])[CH3:32])[C:24]2[C:23]3[CH:22]=[CH:21][CH:20]=[CH:19][C:18]=3[N:17]=[CH:16][C:15]=2[N:14]=[CH:13]1. (3) Reactant: [C:1]([C:4]1[N:8]2[CH2:9][CH2:10][N:11]([CH3:25])[C:12]3([CH2:17][CH2:16][N:15](C(OC(C)(C)C)=O)[CH2:14][CH2:13]3)[C:7]2=[CH:6][CH:5]=1)(=[O:3])[CH3:2].[ClH:26].O1CCOCC1. Product: [ClH:26].[ClH:26].[CH3:25][N:11]1[C:12]2([CH2:17][CH2:16][NH:15][CH2:14][CH2:13]2)[C:7]2=[CH:6][CH:5]=[C:4]([C:1](=[O:3])[CH3:2])[N:8]2[CH2:9][CH2:10]1. The catalyst class is: 2. (4) Product: [NH4+:9].[OH-:23].[F:1][C:2]1[CH:7]=[CH:6][CH:5]=[C:4]([F:8])[C:3]=1[N:9]1[C:14]2[N:15]=[C:16]([NH:35][CH2:36][CH2:37][CH2:38][NH:39][C:40]([CH3:43])([CH3:42])[CH3:41])[N:17]=[C:18]([C:19]3[CH:20]=[C:21]([CH:26]=[CH:27][C:28]=3[CH3:29])[C:22]([NH:24][CH3:25])=[O:23])[C:13]=2[CH2:12][NH:11][C:10]1=[O:34]. The catalyst class is: 1. Reactant: [F:1][C:2]1[CH:7]=[CH:6][CH:5]=[C:4]([F:8])[C:3]=1[N:9]1[C:14]2[N:15]=[C:16](S(C)(=O)=O)[N:17]=[C:18]([C:19]3[CH:20]=[C:21]([CH:26]=[CH:27][C:28]=3[CH3:29])[C:22]([NH:24][CH3:25])=[O:23])[C:13]=2[CH2:12][NH:11][C:10]1=[O:34].[NH2:35][CH2:36][CH2:37][CH2:38][NH:39][C:40]([CH3:43])([CH3:42])[CH3:41]. (5) Reactant: [CH3:1][O:2][C:3](=[O:12])[CH2:4][C:5]1[CH:10]=[CH:9][C:8](Br)=[CH:7][CH:6]=1.C1(P(C2CCCCC2)C2C=CC=CC=2C2C(OC)=CC=CC=2OC)CCCCC1.P([O-])([O-])([O-])=O.[K+].[K+].[K+].[CH2:50]([C:52]([C:71]1[CH:76]=[CH:75][C:74]([C:77]#[C:78][C:79]2([O:85][Si:86]([CH3:89])([CH3:88])[CH3:87])[CH2:84][CH2:83][O:82][CH2:81][CH2:80]2)=[C:73]([CH3:90])[CH:72]=1)([C:55]1[CH:60]=[CH:59][C:58](B2OC(C)(C)C(C)(C)O2)=[C:57]([CH3:70])[CH:56]=1)[CH2:53][CH3:54])[CH3:51].C(=O)(O)[O-].[Na+]. Product: [CH3:1][O:2][C:3](=[O:12])[CH2:4][C:5]1[CH:10]=[CH:9][C:8]([C:58]2[CH:59]=[CH:60][C:55]([C:52]([CH2:53][CH3:54])([C:71]3[CH:76]=[CH:75][C:74]([C:77]#[C:78][C:79]4([O:85][Si:86]([CH3:87])([CH3:89])[CH3:88])[CH2:84][CH2:83][O:82][CH2:81][CH2:80]4)=[C:73]([CH3:90])[CH:72]=3)[CH2:50][CH3:51])=[CH:56][C:57]=2[CH3:70])=[CH:7][CH:6]=1. The catalyst class is: 493. (6) Reactant: [N:1]1[CH:6]=[CH:5][CH:4]=[CH:3][C:2]=1[C:7]([O:9]CC)=O.O.[NH2:13][NH2:14].C(OCC)C. Product: [N:1]1[CH:6]=[CH:5][CH:4]=[CH:3][C:2]=1[C:7]([NH:13][NH2:14])=[O:9]. The catalyst class is: 8. (7) Reactant: [Cl:1][C:2]1[CH:7]=[CH:6][C:5]([C:8]2[CH:13]=[CH:12][C:11]([CH2:14][CH3:15])=[C:10]([N+:16]([O-])=O)[CH:9]=2)=[CH:4][CH:3]=1.O.[Cl-].[NH4+]. Product: [NH2:16][C:10]1[CH:9]=[C:8]([C:5]2[CH:6]=[CH:7][C:2]([Cl:1])=[CH:3][CH:4]=2)[CH:13]=[CH:12][C:11]=1[CH2:14][CH3:15]. The catalyst class is: 284. (8) Reactant: [O:1]=[C:2]1[C:6]([C:13]2[CH:18]=[CH:17][CH:16]=[CH:15][CH:14]=2)([C:7]2[CH:12]=[CH:11][CH:10]=[CH:9][CH:8]=2)[CH2:5][CH2:4][N:3]1[CH2:19][CH2:20][CH2:21][C:22](O)=[O:23].Br.[F:26][C:27]([F:38])([F:37])[C:28]1[CH:29]=[C:30]2[C:34](=[CH:35][CH:36]=1)[CH2:33][NH:32][CH2:31]2.C(N=C=NCCCN(C)C)C. Product: [O:23]=[C:22]([N:32]1[CH2:31][C:30]2[C:34](=[CH:35][CH:36]=[C:28]([C:27]([F:26])([F:37])[F:38])[CH:29]=2)[CH2:33]1)[CH2:21][CH2:20][CH2:19][N:3]1[CH2:4][CH2:5][C:6]([C:13]2[CH:18]=[CH:17][CH:16]=[CH:15][CH:14]=2)([C:7]2[CH:8]=[CH:9][CH:10]=[CH:11][CH:12]=2)[C:2]1=[O:1]. The catalyst class is: 4. (9) Reactant: [C:1]([C:3]1[CH:8]=[CH:7][C:6]([C:9]2[N:14]=[C:13]([NH:15][CH3:16])[N:12]=[C:11]([N:17]3[C@H:22]([C:23]([F:26])([F:25])[F:24])[CH2:21][CH2:20][C@H:19]([C:27]([NH:29][CH:30]4[CH2:35][CH2:34][CH2:33][CH2:32][CH2:31]4)=O)[CH2:18]3)[CH:10]=2)=[CH:5][C:4]=1F)#[N:2].[OH2:37].[NH2:38][NH2:39].CCOC(C)=O. Product: [NH2:2][C:1]1[C:3]2[C:4](=[CH:5][C:6]([C:9]3[N:14]=[C:13]([NH:15][CH3:16])[N:12]=[C:11]([N:17]4[C@H:22]([C:23]([F:26])([F:25])[F:24])[CH2:21][CH2:20][C@H:19]([C:27]([NH:29][CH:30]5[CH2:35][CH2:34][CH2:33][CH2:32][CH2:31]5)=[O:37])[CH2:18]4)[CH:10]=3)=[CH:7][CH:8]=2)[NH:39][N:38]=1. The catalyst class is: 8. (10) Reactant: F[C:2]1[CH:7]=[CH:6][C:5]([N+:8]([O-:10])=[O:9])=[CH:4][C:3]=1[O:11][CH3:12].[NH:13]1[CH2:18][CH2:17][O:16][CH2:15][CH2:14]1.C(=O)([O-])[O-].[K+].[K+]. Product: [CH3:12][O:11][C:3]1[CH:4]=[C:5]([N+:8]([O-:10])=[O:9])[CH:6]=[CH:7][C:2]=1[N:13]1[CH2:18][CH2:17][O:16][CH2:15][CH2:14]1. The catalyst class is: 42.